This data is from Experimentally validated miRNA-target interactions with 360,000+ pairs, plus equal number of negative samples. The task is: Binary Classification. Given a miRNA mature sequence and a target amino acid sequence, predict their likelihood of interaction. (1) The miRNA is hsa-miR-5002-3p with sequence UGACUGCCUCACUGACCACUU. The protein sequence of the target gene is MAMARLGSWLGEAQWLALVSLFVAALATVGLYLAQWALARARPQPQRRAVEPGEGPRPGSDALLSWILTLGSWRSQWQAAWVTALNEEAERKGGPPFLSFEEDPRQQALELVVQEVSSVLRSAEEKVVVCHVVGQAIQFLVSETPALGAGCRLYDMRLSPFHLQLEFHMKEKREDLQISWSFISVPEMAVNIQPKALGEDQVAETSAMSDVLKDILKHLAGSASPSVVLITKPTTVKEAQNLQCAASTAQESCPPKPPRAHELKLLVRNIHVLLLSEPGASGHINAVCVVQLNDPVQRFS.... Result: 0 (no interaction). (2) The miRNA is hsa-miR-6133 with sequence UGAGGGAGGAGGUUGGGUA. The protein sequence of the target gene is MEEELKCPVCGSLFREPIILPCSHNVCLPCARTIAVQTPDGEQHLPQPLLLSRGSGLQAGAAAAASLEHDAAAGPACGGAGGSAAGGLGGGAGGGGDHADKLSLYSETDSGYGSYTPSLKSPNGVRVLPMVPAPPGSSAAAARGAACSSLSSSSSSITCPQCHRSASLDHRGLRGFQRNRLLEAIVQRYQQGRGAVPGTSAAAAVAICQLCDRTPPEPAATLCEQCDVLYCSACQLKCHPSRGPFAKHRLVQPPPPPPPPAEAASGPTGTAQGAPSGGGGCKSPGGAGAGATGGSTARKF.... Result: 1 (interaction).